This data is from Catalyst prediction with 721,799 reactions and 888 catalyst types from USPTO. The task is: Predict which catalyst facilitates the given reaction. (1) Product: [CH:11]([C:7]1[O:8][CH:9]=[CH:10][C:6]=1[CH2:4][OH:3])([CH3:13])[CH3:12]. Reactant: C([O:3][C:4]([C:6]1[CH:10]=[CH:9][O:8][C:7]=1[CH:11]([CH3:13])[CH3:12])=O)C.[H-].[Al+3].[Li+].[H-].[H-].[H-]. The catalyst class is: 7. (2) Reactant: [CH3:1][C:2]1([C:5]([NH:7][C:8]2[CH:9]=[C:10]([NH:14][S:15]([C:18]3[CH:23]=[CH:22][C:21]([C:24]4[N:28]=[C:27]([C:29]5[N:34]=[C:33]([NH:35][C:36](=[O:42])[C:37]([O:39]CC)=[O:38])[CH:32]=[CH:31][CH:30]=5)[O:26][N:25]=4)=[CH:20][CH:19]=3)(=[O:17])=[O:16])[CH:11]=[CH:12][CH:13]=2)=[O:6])[CH2:4][CH2:3]1.[OH-].[Na+].Cl. Product: [CH3:1][C:2]1([C:5]([NH:7][C:8]2[CH:9]=[C:10]([NH:14][S:15]([C:18]3[CH:19]=[CH:20][C:21]([C:24]4[N:28]=[C:27]([C:29]5[N:34]=[C:33]([NH:35][C:36](=[O:42])[C:37]([OH:39])=[O:38])[CH:32]=[CH:31][CH:30]=5)[O:26][N:25]=4)=[CH:22][CH:23]=3)(=[O:16])=[O:17])[CH:11]=[CH:12][CH:13]=2)=[O:6])[CH2:4][CH2:3]1. The catalyst class is: 12. (3) Reactant: [Br:1][C:2]1[CH:3]=[C:4]2[C:8](=[CH:9][CH:10]=1)[CH:7]([NH2:11])[CH2:6][CH2:5]2.[OH-].[Na+].[C:14](O[C:14]([O:16][C:17]([CH3:20])([CH3:19])[CH3:18])=[O:15])([O:16][C:17]([CH3:20])([CH3:19])[CH3:18])=[O:15]. Product: [Br:1][C:2]1[CH:3]=[C:4]2[C:8](=[CH:9][CH:10]=1)[CH:7]([NH:11][C:14](=[O:15])[O:16][C:17]([CH3:20])([CH3:19])[CH3:18])[CH2:6][CH2:5]2. The catalyst class is: 90. (4) Reactant: [F:1][C:2]1[CH:21]=[C:20]([S:22]([CH3:25])(=[O:24])=[O:23])[C:19]([F:26])=[CH:18][C:3]=1[O:4][C@H:5]1[CH2:10][CH2:9][CH2:8][N:7]([CH:11]2[CH2:16][CH2:15][NH:14][CH2:13][CH2:12]2)[C:6]1=[O:17].CCN(C(C)C)C(C)C.[Cl:36][C:37]1[CH:42]=[N:41][C:40](Cl)=[CH:39][N:38]=1. Product: [Cl:36][C:37]1[N:38]=[CH:39][C:40]([N:14]2[CH2:15][CH2:16][CH:11]([N:7]3[CH2:8][CH2:9][CH2:10][C@H:5]([O:4][C:3]4[CH:18]=[C:19]([F:26])[C:20]([S:22]([CH3:25])(=[O:24])=[O:23])=[CH:21][C:2]=4[F:1])[C:6]3=[O:17])[CH2:12][CH2:13]2)=[N:41][CH:42]=1. The catalyst class is: 31. (5) Reactant: [C:1](Cl)(=[O:3])[CH3:2].[CH3:5][CH:6]([NH2:13])[CH2:7][CH2:8][CH2:9][CH2:10][CH2:11][CH3:12].C(N(CC)CC)C. Product: [CH3:5][CH:6]([NH:13][C:1](=[O:3])[CH3:2])[CH2:7][CH2:8][CH2:9][CH2:10][CH2:11][CH3:12]. The catalyst class is: 56. (6) Reactant: [F:1][C:2]1[CH:7]=[CH:6][CH:5]=[CH:4][C:3]=1[C:8]1[C:18]2[O:17][CH2:16][CH2:15][N:14](C(OC(C)(C)C)=O)[CH2:13][C:12]=2[CH:11]=[CH:10][CH:9]=1.C(OCC)(=O)C.[ClH:32]. Product: [ClH:32].[F:1][C:2]1[CH:7]=[CH:6][CH:5]=[CH:4][C:3]=1[C:8]1[C:18]2[O:17][CH2:16][CH2:15][NH:14][CH2:13][C:12]=2[CH:11]=[CH:10][CH:9]=1. The catalyst class is: 13. (7) Reactant: IC.[OH:3][C:4]1[CH:5]=[C:6]2[C:11](=[CH:12][CH:13]=1)[CH:10]([C:14]([O:16][CH2:17][CH3:18])=[O:15])[N:9]([C:19]([O:21][C:22]([CH3:25])([CH3:24])[CH3:23])=[O:20])[CH2:8][CH2:7]2.[C:26](=O)([O-])[O-].[Cs+].[Cs+].O. Product: [CH3:26][O:3][C:4]1[CH:5]=[C:6]2[C:11](=[CH:12][CH:13]=1)[CH:10]([C:14]([O:16][CH2:17][CH3:18])=[O:15])[N:9]([C:19]([O:21][C:22]([CH3:24])([CH3:23])[CH3:25])=[O:20])[CH2:8][CH2:7]2. The catalyst class is: 3. (8) Reactant: [H-].[Na+].[I:3][C:4]1[CH:5]=[C:6]2[C:10](=[CH:11][CH:12]=1)[NH:9][C:8](=[O:13])[C:7]2=[O:14].Br[CH2:16][CH2:17][CH3:18].[Cl-].[NH4+]. Product: [I:3][C:4]1[CH:5]=[C:6]2[C:10](=[CH:11][CH:12]=1)[N:9]([CH2:16][CH2:17][CH3:18])[C:8](=[O:13])[C:7]2=[O:14]. The catalyst class is: 9.